Predict the product of the given reaction. From a dataset of Forward reaction prediction with 1.9M reactions from USPTO patents (1976-2016). (1) Given the reactants Br[C:2]1[CH:3]=[C:4]2[C:11]3([O:15][N:14]([CH3:16])[C:13]([NH2:17])=[N:12]3)[CH2:10][CH:9]([CH:18]3[CH2:23][CH2:22][CH2:21][O:20][CH2:19]3)[O:8][C:5]2=[CH:6][CH:7]=1.[F:24][C:25]1[CH:26]=[C:27](B(O)O)[CH:28]=[CH:29][CH:30]=1, predict the reaction product. The product is: [F:24][C:25]1[CH:30]=[C:29]([C:2]2[CH:3]=[C:4]3[C:11]4([O:15][N:14]([CH3:16])[C:13]([NH2:17])=[N:12]4)[CH2:10][CH:9]([CH:18]4[CH2:23][CH2:22][CH2:21][O:20][CH2:19]4)[O:8][C:5]3=[CH:6][CH:7]=2)[CH:28]=[CH:27][CH:26]=1. (2) Given the reactants CS(O[CH2:6][CH2:7][C:8]1[O:9][C:10]2[CH:16]=[CH:15][C:14]([C:17]3[CH:22]=[CH:21][C:20]([C:23]([N:25]4[CH2:30][CH2:29][O:28][CH2:27][CH2:26]4)=[O:24])=[CH:19][N:18]=3)=[CH:13][C:11]=2[CH:12]=1)(=O)=O.[O:31]1[C:35]2([CH2:40][CH2:39][NH:38][CH2:37][CH2:36]2)[O:34][CH2:33][CH2:32]1, predict the reaction product. The product is: [N:25]1([C:23]([C:20]2[CH:21]=[CH:22][C:17]([C:14]3[CH:15]=[CH:16][C:10]4[O:9][C:8]([CH2:7][CH2:6][N:38]5[CH2:39][CH2:40][C:35]6([O:34][CH2:33][CH2:32][O:31]6)[CH2:36][CH2:37]5)=[CH:12][C:11]=4[CH:13]=3)=[N:18][CH:19]=2)=[O:24])[CH2:26][CH2:27][O:28][CH2:29][CH2:30]1. (3) The product is: [OH:32][CH:25]([CH2:26][N:27]1[CH:31]=[CH:30][N:29]=[N:28]1)[CH2:24][NH:23][C:19]([C:15]1[C:14]([CH3:22])=[C:13](/[CH:12]=[C:5]2\[C:6](=[O:11])[NH:7][C:8]3[C:4]\2=[CH:3][C:2]([Br:1])=[CH:10][CH:9]=3)[NH:17][C:16]=1[CH3:18])=[O:21]. Given the reactants [Br:1][C:2]1[CH:3]=[C:4]2[C:8](=[CH:9][CH:10]=1)[NH:7][C:6](=[O:11])[C:5]2=[CH:12][C:13]1[NH:17][C:16]([CH3:18])=[C:15]([C:19]([OH:21])=O)[C:14]=1[CH3:22].[NH2:23][CH2:24][CH:25]([OH:32])[CH2:26][N:27]1[CH:31]=[CH:30][N:29]=[N:28]1, predict the reaction product. (4) Given the reactants [OH:1][C:2]1[CH:9]=[CH:8][C:5]([CH:6]=O)=[CH:4][CH:3]=1.[NH:10]1[CH2:15][CH2:14][O:13][CH2:12][CH2:11]1.C([NH+](CC)CC)C.[CH2:23](O)[C:24]#[CH:25].C1C=CC(P(C2C=CC=CC=2)C2C=CC=CC=2)=CC=1.N(C(OCC)=O)=NC(OCC)=O.N, predict the reaction product. The product is: [CH2:25]([O:1][C:2]1[CH:9]=[CH:8][C:5]([CH2:6][N:10]2[CH2:15][CH2:14][O:13][CH2:12][CH2:11]2)=[CH:4][CH:3]=1)[C:24]#[CH:23]. (5) Given the reactants [C:1]([C:4]1[CH:5]=[C:6]2[C:11](=[O:12])[NH:10][CH2:9][CH:8]([CH2:13][C:14]([O:16][CH2:17][CH3:18])=[O:15])[N:7]2[CH:19]=1)(=[O:3])[CH3:2], predict the reaction product. The product is: [CH3:6][N:7]([CH3:19])/[CH:8]=[CH:2]/[C:1]([C:4]1[CH:5]=[C:6]2[C:11](=[O:12])[NH:10][CH2:9][CH:8]([CH2:13][C:14]([O:16][CH2:17][CH3:18])=[O:15])[N:7]2[CH:19]=1)=[O:3]. (6) Given the reactants [CH3:1][O:2][C:3]1[CH:8]=[CH:7][C:6]([S:9]([NH:12][CH3:13])(=[O:11])=[O:10])=[CH:5][C:4]=1[N+:14]([O-])=O.NC1C2N=C(CO)NC=2C=CC=1, predict the reaction product. The product is: [NH2:14][C:4]1[CH:5]=[C:6]([S:9]([NH:12][CH3:13])(=[O:11])=[O:10])[CH:7]=[CH:8][C:3]=1[O:2][CH3:1].